This data is from Forward reaction prediction with 1.9M reactions from USPTO patents (1976-2016). The task is: Predict the product of the given reaction. (1) Given the reactants [F:1][C:2]1[C:7]([F:8])=[CH:6][CH:5]=[CH:4][C:3]=1[C:9]1[N:17]=[C:12]2[CH:13]=[N:14][NH:15][CH:16]=[C:11]2[N:10]=1.Cl[CH2:19][C:20]1[O:24][N:23]=[C:22]([C:25]2[CH:30]=[CH:29][C:28]([CH2:31][CH:32]([CH3:34])[CH3:33])=[CH:27][CH:26]=2)[CH:21]=1, predict the reaction product. The product is: [F:1][C:2]1[C:7]([F:8])=[CH:6][CH:5]=[CH:4][C:3]=1[C:9]1[N:17]=[C:12]2[CH:13]=[N:14][N:15]([CH2:19][C:20]3[O:24][N:23]=[C:22]([C:25]4[CH:30]=[CH:29][C:28]([CH2:31][CH:32]([CH3:34])[CH3:33])=[CH:27][CH:26]=4)[CH:21]=3)[CH:16]=[C:11]2[N:10]=1. (2) Given the reactants [NH2:1][C:2]1[N:6]([CH3:7])[C:5](=[O:8])[C:4]([C:15]2[CH:20]=[CH:19][CH:18]=[CH:17][CH:16]=2)([C:9]2[CH:10]=[N:11][CH:12]=[CH:13][CH:14]=2)[N:3]=1.Cl, predict the reaction product. The product is: [NH2:1][C:2]1[N:6]([CH3:7])[C:5](=[O:8])[C:4]([C:15]2[CH:20]=[CH:19][CH:18]=[CH:17][CH:16]=2)([CH:9]2[CH2:14][CH2:13][CH2:12][NH:11][CH2:10]2)[N:3]=1. (3) Given the reactants Cl[C:2]1[N:10]=[C:9]2[C:5]([N:6]=[CH:7][N:8]2[CH:11]([CH3:13])[CH3:12])=[C:4]([NH:14][C@@H:15]([C:18]2[CH:23]=[CH:22][CH:21]=[CH:20][CH:19]=2)[CH2:16][OH:17])[N:3]=1, predict the reaction product. The product is: [CH2:15]([NH:14][C:2]1[N:10]=[C:9]2[C:5]([N:6]=[CH:7][N:8]2[CH:11]([CH3:13])[CH3:12])=[C:4]([NH:14][C@@H:15]([C:18]2[CH:23]=[CH:22][CH:21]=[CH:20][CH:19]=2)[CH2:16][OH:17])[N:3]=1)[CH2:18][CH2:19][CH2:20][CH2:21][CH3:22]. (4) Given the reactants [F:1][C:2]1[CH:43]=[CH:42][CH:41]=[C:40]([F:44])[C:3]=1[CH2:4][N:5]([C:11]1[S:12][C:13]([C:31]2[CH:36]=[CH:35][C:34]([N+:37]([O-:39])=[O:38])=[CH:33][CH:32]=2)=[C:14]([CH2:27][N:28]([CH3:30])[CH3:29])[C:15]=1[C:16](=[O:26])[NH:17][C:18]1[N:19]=[N:20][C:21]([O:24][CH3:25])=[CH:22][CH:23]=1)[C:6](=O)[O:7]CC.CO.CO.C[O-].[Na+].[ClH:52], predict the reaction product. The product is: [ClH:52].[F:44][C:40]1[CH:41]=[CH:42][CH:43]=[C:2]([F:1])[C:3]=1[CH2:4][N:5]1[C:11]2[S:12][C:13]([C:31]3[CH:32]=[CH:33][C:34]([N+:37]([O-:39])=[O:38])=[CH:35][CH:36]=3)=[C:14]([CH2:27][N:28]([CH3:30])[CH3:29])[C:15]=2[C:16](=[O:26])[N:17]([C:18]2[N:19]=[N:20][C:21]([O:24][CH3:25])=[CH:22][CH:23]=2)[C:6]1=[O:7].